Dataset: Experimentally validated miRNA-target interactions with 360,000+ pairs, plus equal number of negative samples. Task: Binary Classification. Given a miRNA mature sequence and a target amino acid sequence, predict their likelihood of interaction. (1) The miRNA is hsa-miR-6767-3p with sequence CCACGUGCUUCUCUUUCCGCAG. The protein sequence of the target gene is MSATAATAPPAAPAGEGGPPAPPPNLTSNRRLQQTQAQVDEVVDIMRVNVDKVLERDQKLSELDDRADALQAGASQFETSAAKLKRKYWWKNLKMMIILGVICAIILIIIIVYFST. Result: 0 (no interaction). (2) The miRNA is hsa-miR-802 with sequence CAGUAACAAAGAUUCAUCCUUGU. The protein sequence of the target gene is MFRQWSVQSGPAPRRPESQAASEELWEQEVERLCASRTPVRMLPYAMADKRFIRELREPEGVKTTFWQRWHRPRRVARQHLREAEQRLARGFGLWEGALYEIGGLFGTGIQSYFTFLRFLLLLNLLTMLLTACFVLLPLVWLRPPELGPALKLRLQCSSSPLPQSDIPRFHNPLWNILTGRAFNNTYLFYGAYRAGPESSSEYSIRLAYLLSPMVCLLLCFCGILQRMAEGLPQQTLLGQRYRTPLSAKVFSSWDFCIRVWEAATIKKHEISNELKMELEEGRRVELAQQQTRAQKACRL.... Result: 0 (no interaction). (3) The miRNA is hsa-miR-1224-3p with sequence CCCCACCUCCUCUCUCCUCAG. The protein sequence of the target gene is MARETFPFTSSMLRSLRLQQEWLEWEDRRRAAAQQCRSRRCPSSPRARLTRPHRSCRDPAVHQALFSGNLQQVQALFQDEEAANMIVETVSNQLAWSAEQGFWVLTPKTKQTAPLAIATARGYTDCARHLIRQGAELDARVGGRAALHEACARAQFDCVRLLLTFGAKANVLTEEGTTPLHLCTIPESLQCAKLLLEAGATVNLAAGESQETPLHVAAARGLEQHVALYLEHGADVGLRTSQGETALNTACAGAEGPGSCRRHQAAARRLLEAGADARAAGRKRHTPLHNACANGCGGLA.... Result: 1 (interaction). (4) The miRNA is hsa-miR-6740-3p with sequence UGUCUUCUCUCCUCCCAAACAG. The protein sequence of the target gene is MLNVPSQSFPAPRSQQRVASGGRSKVPLKQGRSLMDWIRLTKSGKDLTGLKGRLIEVTEEELKKHNKKDDCWICIRGFVYNVSPYMEYHPGGEDELMRAAGSDGTELFDQVHRWVNYESMLKECLVGRMAIKPAVLKDYREEEKKVLNGMLPKSQVTDTLAKEGPSYPSYDWFQTDSLVTIAIYTKQKDINLDSIIVDHQNDSFRAETIIKDCLYLIHIGLSHEVQEDFSVRVVESVGKIEIVLQKKENTSWDFLGHPLKNHNSLIPRKDTGLYYRKCQLISKEDVTHDTRLFCLMLPPS.... Result: 1 (interaction). (5) The miRNA is hsa-miR-27b-3p with sequence UUCACAGUGGCUAAGUUCUGC. The protein sequence of the target gene is MTSIHFVVHPLPGTEDQLNDRLREVSEKLNKYNLNSHPPLNVLEQATIKQCVVGPNHAAFLLEDGRVCRIGFSVQPDRLELGKPDNNDGSKLNSNSGAGRTSRPGRTSDSPWFLSGSETLGRLAGNTLGSRWSSGVGGSGGGSSGRSSAGARDSRRQTRVIRTGRDRGSGLLGSQPQPVIPASVIPEELISQAQVVLQGKSRSVIIRELQRTNLDVNLAVNNLLSRDDEDGDDGDDTASESYLPGEDLMSLLDADIHSAHPSVIIDADAMFSEDISYFGYPSFRRSSLSRLGSSRVLLLP.... Result: 1 (interaction). (6) The miRNA is hsa-miR-3166 with sequence CGCAGACAAUGCCUACUGGCCUA. The protein sequence of the target gene is MSLAASAGRGPGTMWSPTHVQVTVLQARGLRAKGPGGTSDAYAVIQVGKEKYATSVSERSLGAPVWREEATFELPPLLSSGAAPAAAATLQLTVLHRALLGLDKFLGRAEVDLRELHRDQGRRKKQWYTLKSKPGKKDKERGEIEVDIQFMRNNMTASMFDLSMKDKSRNPFGKLKDKIKGKNKDSASDTASAIVPSVTPSVDSDDESFSKDKKKKSKIKTLFSKSSLQKTPLSQSMSVLPTSKSDKVLLRAGDFQSQWDDDAHEDESSSASDVMSHKRTSSTDQQPNQSNFSLPKKEGL.... Result: 0 (no interaction). (7) The miRNA is hsa-miR-1236-5p with sequence UGAGUGACAGGGGAAAUGGGGA. The protein sequence of the target gene is MMTKHKKCFIIVGVLITTNIITLIVKLTRDSQSLCPYDWIGFQNKCYYFSKEEGDWNSSKYNCSTQHADLTIIDNIEEMNFLRRYKCSSDHWIGLKMAKNRTGQWVDGATFTKSFGMRGSEGCAYLSDDGAATARCYTERKWICRKRIH. Result: 0 (no interaction). (8) The miRNA is hsa-miR-3154 with sequence CAGAAGGGGAGUUGGGAGCAGA. The protein sequence of the target gene is MYRDPEAASPGAPSRDVLLVSAIITVSLSVTVVLCGLCHWCQRKLGKRYKNSLETVGTPDSGRGRSEKKAIKLPAGGKAVNTAPVPGQTPHDESDRRTEPRSSVSDLVNSLTSEMLMLSPGSEEDEAHEGCSRENLGRIQFSVGYNFQESTLTVKIMKAQELPAKDFSGTSDPFVKIYLLPDKKHKLETKVKRKNLNPHWNETFLFEGFPYEKVVQRILYLQVLDYDRFSRNDPIGEVSIPLNKVDLTQMQTFWKDLKPCSDGSGSRGELLLSLCYNPSANSIIVNIIKARNLKAMDIGG.... Result: 1 (interaction).